Dataset: Full USPTO retrosynthesis dataset with 1.9M reactions from patents (1976-2016). Task: Predict the reactants needed to synthesize the given product. (1) Given the product [Cl:1][C:2]1[CH:3]=[C:4]2[C:8](=[CH:9][CH:10]=1)[NH:7][CH:6]=[C:5]2[CH2:11][CH2:12][NH:13][C:14]([C:16]1[CH:20]=[C:19]([C:21](=[O:51])[C:22]2[CH:27]=[C:26]([F:28])[CH:25]=[CH:24][C:23]=2[F:29])[O:18][N:17]=1)=[O:15], predict the reactants needed to synthesize it. The reactants are: [Cl:1][C:2]1[CH:3]=[C:4]2[C:8](=[CH:9][CH:10]=1)[NH:7][CH:6]=[C:5]2[CH2:11][CH2:12][NH:13][C:14]([C:16]1[CH:20]=[C:19]([CH2:21][C:22]2[CH:27]=[C:26]([F:28])[CH:25]=[CH:24][C:23]=2[F:29])[O:18][N:17]=1)=[O:15].[F-].C([N+](CCCC)(CCCC)CCCC)CCC.C1C[O:51]CC1. (2) The reactants are: CN([CH:4]=[O:5])C.O[C:7]1[C:15]([N+:16]([O-:18])=[O:17])=[CH:14][C:10](C(O)=O)=[CH:9][N:8]=1.O=S(Cl)[Cl:21].[CH3:23][OH:24].C([O-])(O)=O.[Na+]. Given the product [Cl:21][C:7]1[C:15]([N+:16]([O-:18])=[O:17])=[CH:14][C:10]([C:23]([O:5][CH3:4])=[O:24])=[CH:9][N:8]=1, predict the reactants needed to synthesize it. (3) Given the product [F:1][C:2]1[CH:7]=[CH:6][CH:5]=[CH:4][C:3]=1[CH2:8][O:9][C:10]1[CH:15]=[CH:14][C:13]([C@@H:16]2[N:20]([C:21]([O:23][C:24]([CH3:25])([CH3:26])[CH3:27])=[O:22])[C@:19]([CH2:32][O:33][CH3:36])([C:28]([O:30][CH3:31])=[O:29])[CH2:18][CH2:17]2)=[CH:12][C:11]=1[O:34][CH3:35], predict the reactants needed to synthesize it. The reactants are: [F:1][C:2]1[CH:7]=[CH:6][CH:5]=[CH:4][C:3]=1[CH2:8][O:9][C:10]1[CH:15]=[CH:14][C:13]([C@@H:16]2[N:20]([C:21]([O:23][C:24]([CH3:27])([CH3:26])[CH3:25])=[O:22])[C@:19]([CH2:32][OH:33])([C:28]([O:30][CH3:31])=[O:29])[CH2:18][CH2:17]2)=[CH:12][C:11]=1[O:34][CH3:35].[CH3:36]I.[H-].[Na+]. (4) Given the product [CH2:1]([N:8]1[CH2:13][CH2:12][C@:11]2([CH3:17])[CH2:14][CH2:15][NH:16][C@@H:10]2[C:9]1=[O:18])[C:2]1[CH:3]=[CH:4][CH:5]=[CH:6][CH:7]=1, predict the reactants needed to synthesize it. The reactants are: [CH2:1]([N:8]1[CH2:13][CH2:12][C:11]2([CH3:17])[CH2:14][CH2:15][NH:16][CH:10]2[C:9]1=[O:18])[C:2]1[CH:7]=[CH:6][CH:5]=[CH:4][CH:3]=1.C(N1[C@@H]2C(=O)N(CC3C=CC=CC=3)CC[C@]2(C)CC1)C1C=CC=CC=1.C1CCCCC=1. (5) Given the product [CH3:16][O:15][N:14]=[C:12]1[CH2:11][C@@H:10]([C:17]2[N:18]=[C:32]([C:31]3[CH:30]=[N:29][C:28]([OH:27])=[CH:36][CH:35]=3)[O:20][N:19]=2)[N:9]([C:7]([C:4]2[CH:3]=[CH:2][C:1]([C:21]3[CH:26]=[CH:25][CH:24]=[CH:23][CH:22]=3)=[CH:6][CH:5]=2)=[O:8])[CH2:13]1, predict the reactants needed to synthesize it. The reactants are: [C:1]1([C:21]2[CH:26]=[CH:25][CH:24]=[CH:23][CH:22]=2)[CH:6]=[CH:5][C:4]([C:7]([N:9]2[CH2:13][C:12](=[N:14][O:15][CH3:16])[CH2:11][C@H:10]2[C:17](=[N:19][OH:20])[NH2:18])=[O:8])=[CH:3][CH:2]=1.[OH:27][C:28]1[CH:36]=[CH:35][C:31]([C:32](O)=O)=[CH:30][N:29]=1. (6) Given the product [CH:13]1([N:10]2[CH2:9][C:8]3([CH2:20][CH2:19]3)[C:7](=[O:21])[N:6]([CH3:22])[C:5]3[CH:4]=[N:3][C:2]([NH:23][C:24]4[C:40]([F:41])=[CH:39][C:27]([C:28]([NH:30][CH:31]5[CH2:36][CH2:35][N:34]([CH2:37][CH3:38])[CH2:33][CH2:32]5)=[O:29])=[C:26]([F:42])[CH:25]=4)=[N:12][C:11]2=3)[CH2:18][CH2:17][CH2:16][CH2:15][CH2:14]1, predict the reactants needed to synthesize it. The reactants are: Cl[C:2]1[N:3]=[CH:4][C:5]2[N:6]([CH3:22])[C:7](=[O:21])[C:8]3([CH2:20][CH2:19]3)[CH2:9][N:10]([CH:13]3[CH2:18][CH2:17][CH2:16][CH2:15][CH2:14]3)[C:11]=2[N:12]=1.[NH2:23][C:24]1[C:40]([F:41])=[CH:39][C:27]([C:28]([NH:30][CH:31]2[CH2:36][CH2:35][N:34]([CH2:37][CH3:38])[CH2:33][CH2:32]2)=[O:29])=[C:26]([F:42])[CH:25]=1.C(=O)([O-])[O-].[Cs+].[Cs+].CC1(C)C2C(=C(P(C3C=CC=CC=3)C3C=CC=CC=3)C=CC=2)OC2C(P(C3C=CC=CC=3)C3C=CC=CC=3)=CC=CC1=2. (7) Given the product [S:22]1[CH:26]=[C:25]([CH2:27][N:12]2[CH2:13][C@@H:9]([C:4]3[CH:5]=[CH:6][C:7]([F:8])=[C:2]([F:1])[CH:3]=3)[C@H:10]([NH:14][C:15](=[O:21])[O:16][C:17]([CH3:18])([CH3:20])[CH3:19])[CH2:11]2)[N:24]=[N:23]1, predict the reactants needed to synthesize it. The reactants are: [F:1][C:2]1[CH:3]=[C:4]([C@@H:9]2[CH2:13][NH:12][CH2:11][C@H:10]2[NH:14][C:15](=[O:21])[O:16][C:17]([CH3:20])([CH3:19])[CH3:18])[CH:5]=[CH:6][C:7]=1[F:8].[S:22]1[CH:26]=[C:25]([CH:27]=O)[N:24]=[N:23]1.CCN(C(C)C)C(C)C.C(O[BH-](OC(=O)C)OC(=O)C)(=O)C.[Na+].